From a dataset of Forward reaction prediction with 1.9M reactions from USPTO patents (1976-2016). Predict the product of the given reaction. (1) The product is: [C:1]([O:5][C:6]([NH:8][C@H:9]([CH2:27][CH:28]1[CH2:29][CH2:30][CH2:31][CH2:32][CH2:33]1)[CH:10]([OH:26])[C:11]([NH:13][O:14][CH2:15][C:16]([OH:18])=[O:17])=[O:12])=[O:7])([CH3:4])([CH3:2])[CH3:3]. Given the reactants [C:1]([O:5][C:6]([NH:8][C@H:9]([CH2:27][CH:28]1[CH2:33][CH2:32][CH2:31][CH2:30][CH2:29]1)[CH:10]([OH:26])[C:11]([NH:13][O:14][CH2:15][C:16]([O:18]CC1C=CC=CC=1)=[O:17])=[O:12])=[O:7])([CH3:4])([CH3:3])[CH3:2], predict the reaction product. (2) The product is: [Cl:24][C:13]1[CH:14]=[N:15][C:16]2[C:21]([C:12]=1[CH2:9][CH:10]([OH:5])[CH2:25][OH:26])=[N:20][C:19]([O:22][CH3:23])=[CH:18][CH:17]=2. Given the reactants C[N+]1([O-])CC[O:5]CC1.[CH2:9]([C:12]1[C:13]([Cl:24])=[CH:14][N:15]=[C:16]2[C:21]=1[N:20]=[C:19]([O:22][CH3:23])[CH:18]=[CH:17]2)[CH:10]=C.[CH3:25][OH:26], predict the reaction product. (3) Given the reactants Br[C:2]1[S:3][C:4]2[CH2:10][CH2:9][CH2:8][CH:7]([O:11][Si:12]([C:15]([CH3:18])([CH3:17])[CH3:16])([CH3:14])[CH3:13])[C:5]=2[CH:6]=1.C([Li])CCC.CN(C)[CH:26]=[O:27].[Cl-].[NH4+], predict the reaction product. The product is: [Si:12]([O:11][CH:7]1[C:5]2[CH:6]=[C:2]([CH:26]=[O:27])[S:3][C:4]=2[CH2:10][CH2:9][CH2:8]1)([C:15]([CH3:18])([CH3:17])[CH3:16])([CH3:14])[CH3:13].